From a dataset of HIV replication inhibition screening data with 41,000+ compounds from the AIDS Antiviral Screen. Binary Classification. Given a drug SMILES string, predict its activity (active/inactive) in a high-throughput screening assay against a specified biological target. (1) The compound is FC(F)=C(c1ccc(-c2ccc(Cl)cc2)cc1)C(F)(F)F. The result is 0 (inactive). (2) The compound is NC1=C(Br)C(=O)c2ncccc2C1=O. The result is 0 (inactive). (3) The molecule is O=NN1C(c2ccccc2)C2CCCC(C2=O)C1c1ccccc1. The result is 0 (inactive). (4) The molecule is O=C(O)c1cc(Cc2ccc(O)c(C(=O)O)c2)ccc1O. The result is 1 (active). (5) The result is 0 (inactive). The molecule is COc1ccc(CCNC(=S)NC=C2C(=O)c3ccccc3C2=O)cc1OC. (6) The result is 0 (inactive). The molecule is CN(NC1=NCCO1)c1ccc2ccccc2c1. (7) The drug is CCCCCC.CCCCCCCCCCCCOC1OC(COC(C)=O)C(OC(C)=O)C(OC(C)=O)C1OC(C)=O. The result is 0 (inactive). (8) The molecule is CCc1cc2c(c3c1CCCC3)CC1(Cc3ccc(C(=O)OC)cc3C1)C2. The result is 0 (inactive). (9) The molecule is Cl.OC(Cc1cccc2ccccc12)CN1CCC(c2ccccc2)CC1. The result is 0 (inactive). (10) The compound is CCCOCC(=O)OC. The result is 0 (inactive).